The task is: Predict the product of the given reaction.. This data is from Forward reaction prediction with 1.9M reactions from USPTO patents (1976-2016). (1) Given the reactants [N:1]1[NH:2][CH:3]=[C:4]2[C:9]=1[CH2:8][CH2:7][CH2:6][C:5]2=[O:10].[Br:11]Br, predict the reaction product. The product is: [Br:11][CH:6]1[CH2:7][CH2:8][C:9]2[C:4](=[CH:3][NH:2][N:1]=2)[C:5]1=[O:10]. (2) Given the reactants Cl[C:2]1[N:7]=[C:6](Cl)[N:5]=[C:4]([C:9]2[CH:14]=[CH:13][CH:12]=[C:11]([Cl:15])[N:10]=2)[N:3]=1.Cl.[F:17][C:18]([F:23])([F:22])[C@H:19]([NH2:21])[CH3:20].C(=O)([O-])[O-].[K+].[K+].N#N, predict the reaction product. The product is: [Cl:15][C:11]1[N:10]=[C:9]([C:4]2[N:5]=[C:6]([NH:21][C@H:19]([CH3:20])[C:18]([F:23])([F:22])[F:17])[N:7]=[C:2]([NH:21][C@H:19]([CH3:20])[C:18]([F:23])([F:22])[F:17])[N:3]=2)[CH:14]=[CH:13][CH:12]=1. (3) Given the reactants [NH2:1][C:2]1[CH:22]=[CH:21][CH:20]=[CH:19][C:3]=1[NH:4][C:5]1[S:9][C:8]2[CH:10]=[CH:11][CH:12]=[CH:13][C:7]=2[C:6]=1[C:14](OCC)=O.[CH3:23][N:24]1[CH2:29][CH2:28][NH:27][CH2:26][CH2:25]1, predict the reaction product. The product is: [CH3:23][N:24]1[CH2:29][CH2:28][N:27]([C:14]2[C:6]3[C:7]4[CH:13]=[CH:12][CH:11]=[CH:10][C:8]=4[S:9][C:5]=3[NH:4][C:3]3[CH:19]=[CH:20][CH:21]=[CH:22][C:2]=3[N:1]=2)[CH2:26][CH2:25]1. (4) Given the reactants [CH3:13][C:12]([O:11][C:9](O[C:9]([O:11][C:12]([CH3:15])([CH3:14])[CH3:13])=[O:10])=[O:10])([CH3:15])[CH3:14].[O:16]1[CH2:20][CH2:19][O:18][CH:17]1[CH2:21][C:22]1([CH2:31][NH2:32])[C:30]2[C:25](=[CH:26][CH:27]=[CH:28][CH:29]=2)[CH2:24][CH2:23]1.C(N(CC)CC)C, predict the reaction product. The product is: [C:12]([O:11][C:9](=[O:10])[NH:32][CH2:31][C:22]1([CH2:21][CH:17]2[O:16][CH2:20][CH2:19][O:18]2)[C:30]2[C:25](=[CH:26][CH:27]=[CH:28][CH:29]=2)[CH2:24][CH2:23]1)([CH3:13])([CH3:14])[CH3:15]. (5) Given the reactants [C:1]([O:5][C:6]([N:8]1[CH2:17][CH2:16][C:15]2[C:10](=[CH:11][CH:12]=[C:13]([O:20]CC3C=CC=CC=3)[C:14]=2[O:18][CH3:19])[CH2:9]1)=[O:7])([CH3:4])([CH3:3])[CH3:2], predict the reaction product. The product is: [C:1]([O:5][C:6]([N:8]1[CH2:17][CH2:16][C:15]2[C:10](=[CH:11][CH:12]=[C:13]([OH:20])[C:14]=2[O:18][CH3:19])[CH2:9]1)=[O:7])([CH3:4])([CH3:3])[CH3:2]. (6) The product is: [C:11]([CH:4]1[C:5](=[O:8])[CH:6]([CH3:21])[CH2:7][C:2]([CH3:10])([CH3:1])[C:3]1=[O:9])(=[O:18])[C:12]1[CH:17]=[CH:16][CH:15]=[CH:14][CH:13]=1. Given the reactants [CH3:1][C:2]1([CH3:10])[CH2:7][CH2:6][C:5](=[O:8])[CH2:4][C:3]1=[O:9].[C:11](C#N)(=[O:18])[C:12]1[CH:17]=[CH:16][CH:15]=[CH:14][CH:13]=1.[CH2:21](N(CC)CC)C.Cl, predict the reaction product. (7) Given the reactants C(OC(=O)[CH2:5][N:6]([CH2:23][C:24]1[CH:29]=[CH:28][CH:27]=[CH:26][CH:25]=1)[C:7]([C:9]1([NH:12][C:13](OCC2C=CC=CC=2)=[O:14])[CH2:11][CH2:10]1)=[O:8])C.[H][H], predict the reaction product. The product is: [CH2:23]([N:6]1[C:7](=[O:8])[C:9]2([CH2:11][CH2:10]2)[NH:12][C:13](=[O:14])[CH2:5]1)[C:24]1[CH:29]=[CH:28][CH:27]=[CH:26][CH:25]=1.